Dataset: Reaction yield outcomes from USPTO patents with 853,638 reactions. Task: Predict the reaction yield, written as a fraction of the theoretical maximum amount of product (1.0 means a 100% yield; for example, 0.34 means a 34% yield). (1) The product is [CH2:12]([NH:11][C:9]1[CH:8]=[CH:7][C:6]2[O:1][CH2:2][CH2:3][O:4][C:5]=2[CH:10]=1)[CH2:13][CH2:14][CH3:15]. No catalyst specified. The reactants are [O:1]1[C:6]2[CH:7]=[CH:8][C:9]([NH2:11])=[CH:10][C:5]=2[O:4][CH2:3][CH2:2]1.[CH:12](=O)[CH2:13][CH2:14][CH3:15]. The yield is 0.830. (2) The reactants are [O-]CC.[Na+].[Na].[O:6]([C:13]1[CH:14]=[C:15]([CH2:19][C:20]#[N:21])[CH:16]=[CH:17][CH:18]=1)[C:7]1[CH:12]=[CH:11][CH:10]=[CH:9][CH:8]=1.[N:22](OCCC(C)C)=[O:23]. The yield is 0.450. The product is [OH:23][N:22]=[C:19]([C:15]1[CH:16]=[CH:17][CH:18]=[C:13]([O:6][C:7]2[CH:8]=[CH:9][CH:10]=[CH:11][CH:12]=2)[CH:14]=1)[C:20]#[N:21]. The catalyst is C(O)C.C(OCC)C. (3) The reactants are [CH2:1]([N:8]([CH2:12][C:13]1[C:18](Cl)=[N:17][C:16]([N:20]([CH:22]2[CH2:25][CH2:24][CH2:23]2)[CH3:21])=[CH:15][N:14]=1)[CH2:9][CH2:10][OH:11])[C:2]1[CH:7]=[CH:6][CH:5]=[CH:4][CH:3]=1.CC(C)([O-])C.[K+].O. The catalyst is CN(C=O)C. The product is [CH2:1]([N:8]1[CH2:12][C:13]2[N:14]=[CH:15][C:16]([N:20]([CH:22]3[CH2:25][CH2:24][CH2:23]3)[CH3:21])=[N:17][C:18]=2[O:11][CH2:10][CH2:9]1)[C:2]1[CH:7]=[CH:6][CH:5]=[CH:4][CH:3]=1. The yield is 0.710. (4) The product is [CH3:16][O:1][C:2](=[CH:6][C:7]1[CH:12]=[CH:11][C:10]([N+:13]([O-:15])=[O:14])=[CH:9][CH:8]=1)[C:3]([O:27][CH3:28])=[O:4]. The catalyst is CN(C=O)C.C(OCC)(=O)C. The yield is 0.540. The reactants are [OH:1][C:2](=[CH:6][C:7]1[CH:12]=[CH:11][C:10]([N+:13]([O-:15])=[O:14])=[CH:9][CH:8]=1)[C:3](O)=[O:4].[C:16](=O)([O-])[O-].[Cs+].[Cs+].S([O:27][CH3:28])(OC)(=O)=O.O. (5) The reactants are [Br:1][C:2]1[CH:3]=[C:4]([CH:7]=[CH:8][C:9]=1F)[CH:5]=[O:6].[F:11][C:12]1[CH:17]=[C:16]([F:18])[CH:15]=[CH:14][C:13]=1[OH:19].C(=O)([O-])[O-].[Cs+].[Cs+]. The catalyst is CS(C)=O. The product is [Br:1][C:2]1[CH:3]=[C:4]([CH:7]=[CH:8][C:9]=1[O:19][C:13]1[CH:14]=[CH:15][C:16]([F:18])=[CH:17][C:12]=1[F:11])[CH:5]=[O:6]. The yield is 0.950. (6) The reactants are [C-:1]#[N:2].[Na+].CS(C)=O.[CH:8]([C:12]1[C:13](S(C)(=O)=O)=[N:14][C:15]([N:25]2[CH:29]=[CH:28][CH:27]=[N:26]2)=[N:16][C:17]=1[N:18]1[CH2:23][CH2:22][CH:21]([CH3:24])[CH2:20][CH2:19]1)([CH2:10][CH3:11])[CH3:9]. The catalyst is O. The product is [CH:8]([C:12]1[C:13]([C:1]#[N:2])=[N:14][C:15]([N:25]2[CH:29]=[CH:28][CH:27]=[N:26]2)=[N:16][C:17]=1[N:18]1[CH2:23][CH2:22][CH:21]([CH3:24])[CH2:20][CH2:19]1)([CH2:10][CH3:11])[CH3:9]. The yield is 0.630.